From a dataset of Catalyst prediction with 721,799 reactions and 888 catalyst types from USPTO. Predict which catalyst facilitates the given reaction. (1) Reactant: [NH:1]([C:3]1[NH:7][N:6]=[N:5][N:4]=1)[NH2:2].[CH:8](=O)[C:9]1[CH:14]=[CH:13][CH:12]=[CH:11][CH:10]=1. Product: [CH:8](=[N:2]/[NH:1][C:3]1[NH:7][N:6]=[N:5][N:4]=1)\[C:9]1[CH:14]=[CH:13][CH:12]=[CH:11][CH:10]=1. The catalyst class is: 12. (2) Reactant: [CH3:1][C:2]([O:5][C:6]([N:8]1[CH2:13][CH2:12][CH:11]([C:14](=[O:22])[C:15]2[CH:20]=[CH:19][C:18]([F:21])=[CH:17][CH:16]=2)[CH2:10][CH2:9]1)=[O:7])([CH3:4])[CH3:3].[H-].[Na+].I[CH3:26]. Product: [CH3:4][C:2]([O:5][C:6]([N:8]1[CH2:13][CH2:12][C:11]([C:14](=[O:22])[C:15]2[CH:20]=[CH:19][C:18]([F:21])=[CH:17][CH:16]=2)([CH3:26])[CH2:10][CH2:9]1)=[O:7])([CH3:1])[CH3:3]. The catalyst class is: 9. (3) Product: [CH2:7]([C:6]1([CH3:9])[CH2:5][CH2:4][O:3][S:1](=[O:10])(=[O:11])[NH:2]1)[CH3:8]. Reactant: [S:1](=[O:11])(=[O:10])([O:3][CH2:4][CH2:5][CH:6]([CH3:9])[CH2:7][CH3:8])[NH2:2].C(OI(C1C=CC=CC=1)OC(=O)C)(=O)C. The catalyst class is: 4. (4) Product: [C:7]([C:9]1[CH:17]=[CH:16][C:12]([C:13]([NH:25][C:21]2[CH:20]=[N:19][CH:24]=[CH:23][CH:22]=2)=[O:15])=[CH:11][C:10]=1[F:18])#[N:8]. The catalyst class is: 198. Reactant: C(Cl)(=O)C(Cl)=O.[C:7]([C:9]1[CH:17]=[CH:16][C:12]([C:13]([OH:15])=O)=[CH:11][C:10]=1[F:18])#[N:8].[N:19]1[CH:24]=[CH:23][CH:22]=[C:21]([NH2:25])[CH:20]=1. (5) Reactant: [N+:1]([C:4]1[CH:5]=[CH:6][C:7]([C:11]2[O:15][CH:14]=[N:13][CH:12]=2)=[C:8]([OH:10])[CH:9]=1)([O-:3])=[O:2].C([O-])([O-])=O.[K+].[K+].I[CH2:23][CH3:24].[NH4+].[Cl-]. Product: [CH2:23]([O:10][C:8]1[CH:9]=[C:4]([N+:1]([O-:3])=[O:2])[CH:5]=[CH:6][C:7]=1[C:11]1[O:15][CH:14]=[N:13][CH:12]=1)[CH3:24]. The catalyst class is: 3. (6) Reactant: C(OC([NH:8][CH2:9][CH2:10][CH2:11][CH:12]([CH2:16][C:17]1[N:18]=[CH:19][N:20]2[C:29]3[C:24](=[CH:25][C:26]([O:30][CH2:31][CH3:32])=[CH:27][CH:28]=3)[CH2:23][CH2:22][C:21]=12)[C:13]([OH:15])=[O:14])=O)(C)(C)C.Cl. Product: [NH2:8][CH2:9][CH2:10][CH2:11][CH:12]([CH2:16][C:17]1[N:18]=[CH:19][N:20]2[C:29]3[C:24](=[CH:25][C:26]([O:30][CH2:31][CH3:32])=[CH:27][CH:28]=3)[CH2:23][CH2:22][C:21]=12)[C:13]([OH:15])=[O:14]. The catalyst class is: 13. (7) Reactant: [Br:1][C:2]1[N:6]2[C:7](=[O:14])[C:8]([F:13])=[C:9]([CH2:11]Cl)[N:10]=[C:5]2[S:4][C:3]=1[CH3:15].[I-].[K+].C(=O)([O-])[O-].[K+].[K+].[F:24][C:25]1[CH:30]=[CH:29][C:28]([OH:31])=[CH:27][CH:26]=1. Product: [Br:1][C:2]1[N:6]2[C:7](=[O:14])[C:8]([F:13])=[C:9]([CH2:11][O:31][C:28]3[CH:29]=[CH:30][C:25]([F:24])=[CH:26][CH:27]=3)[N:10]=[C:5]2[S:4][C:3]=1[CH3:15]. The catalyst class is: 10.